This data is from Peptide-MHC class I binding affinity with 185,985 pairs from IEDB/IMGT. The task is: Regression. Given a peptide amino acid sequence and an MHC pseudo amino acid sequence, predict their binding affinity value. This is MHC class I binding data. The peptide sequence is VSIILANER. The MHC is HLA-A33:01 with pseudo-sequence HLA-A33:01. The binding affinity (normalized) is 0.173.